Dataset: Peptide-MHC class II binding affinity with 134,281 pairs from IEDB. Task: Regression. Given a peptide amino acid sequence and an MHC pseudo amino acid sequence, predict their binding affinity value. This is MHC class II binding data. (1) The peptide sequence is QDKLCGSLIGMTNRA. The MHC is DRB1_0301 with pseudo-sequence DRB1_0301. The binding affinity (normalized) is 0.324. (2) The peptide sequence is NPYRTWHYCGSYVTK. The MHC is HLA-DQA10201-DQB10402 with pseudo-sequence HLA-DQA10201-DQB10402. The binding affinity (normalized) is 0.657. (3) The peptide sequence is LGASPYKLGPSPKAR. The MHC is DRB1_1101 with pseudo-sequence DRB1_1101. The binding affinity (normalized) is 0.303. (4) The peptide sequence is RVIRGKKGAGGITIK. The MHC is HLA-DQA10501-DQB10201 with pseudo-sequence HLA-DQA10501-DQB10201. The binding affinity (normalized) is 0.0317. (5) The peptide sequence is TDAATLAQEAGNFER. The MHC is HLA-DQA10102-DQB10602 with pseudo-sequence HLA-DQA10102-DQB10602. The binding affinity (normalized) is 0.370. (6) The peptide sequence is TRRFLPQILAECARRHHHHHH. The MHC is DRB1_0901 with pseudo-sequence DRB1_0901. The binding affinity (normalized) is 0.470.